From a dataset of Reaction yield outcomes from USPTO patents with 853,638 reactions. Predict the reaction yield, written as a fraction of the theoretical maximum amount of product (1.0 means a 100% yield; for example, 0.34 means a 34% yield). (1) The yield is 0.970. No catalyst specified. The product is [ClH:43].[CH3:41][C:19]1[CH:20]=[C:21]([C:24]([N:26]2[CH2:35][C:34]3[CH:33]=[N:32][N:31]([CH3:36])[C:30]=3[NH:29][C:28]3[CH:37]=[CH:38][CH:39]=[CH:40][C:27]2=3)=[O:25])[CH:22]=[CH:23][C:18]=1[CH2:17][NH:16][C:15](=[O:42])[CH2:14][CH:11]1[CH2:10][CH2:9][NH:8][CH2:13][CH2:12]1. The reactants are C(OC([N:8]1[CH2:13][CH2:12][CH:11]([CH2:14][C:15](=[O:42])[NH:16][CH2:17][C:18]2[CH:23]=[CH:22][C:21]([C:24]([N:26]3[CH2:35][C:34]4[CH:33]=[N:32][N:31]([CH3:36])[C:30]=4[NH:29][C:28]4[CH:37]=[CH:38][CH:39]=[CH:40][C:27]3=4)=[O:25])=[CH:20][C:19]=2[CH3:41])[CH2:10][CH2:9]1)=O)(C)(C)C.[ClH:43].O1CCOCC1. (2) The reactants are [NH2:1][C:2]1[CH:7]=[C:6]([F:8])[C:5]([Cl:9])=[CH:4][C:3]=1[S:10]([NH2:13])(=[O:12])=[O:11].[Cl:14][C:15]1[CH:16]=[C:17](/[CH:22]=[CH:23]/[S:24](Cl)(=[O:26])=[O:25])[CH:18]=[CH:19][C:20]=1[Cl:21]. No catalyst specified. The product is [Cl:9][C:5]1[C:6]([F:8])=[CH:7][C:2]([NH:1][S:24](/[CH:23]=[CH:22]/[C:17]2[CH:18]=[CH:19][C:20]([Cl:21])=[C:15]([Cl:14])[CH:16]=2)(=[O:26])=[O:25])=[C:3]([S:10]([NH2:13])(=[O:12])=[O:11])[CH:4]=1. The yield is 0.400. (3) The reactants are [OH:1][CH:2]1[CH2:7][CH2:6][C:5]2([C:11]3[CH:12]=[CH:13][CH:14]=[CH:15][C:10]=3[C:9](=[O:16])[O:8]2)[CH2:4][CH2:3]1.C(N(CC)CC)C.[CH3:24][S:25](Cl)(=[O:27])=[O:26]. The catalyst is C(Cl)Cl. The product is [CH3:24][S:25]([O:1][CH:2]1[CH2:3][CH2:4][C:5]2([C:11]3[CH:12]=[CH:13][CH:14]=[CH:15][C:10]=3[C:9](=[O:16])[O:8]2)[CH2:6][CH2:7]1)(=[O:27])=[O:26]. The yield is 0.880. (4) The reactants are Br[C:2]1[CH:7]=[CH:6][C:5]([S:8]([NH:11][CH:12]([CH3:14])[CH3:13])(=[O:10])=[O:9])=[CH:4][CH:3]=1.[C:15]([C:17]1[N:21]([CH3:22])[C:20](B(O)O)=[CH:19][CH:18]=1)#[N:16].[F-].[K+].C(P(C(C)(C)C)C(C)(C)C)(C)(C)C. The catalyst is C1C=CC(/C=C/C(/C=C/C2C=CC=CC=2)=O)=CC=1.C1C=CC(/C=C/C(/C=C/C2C=CC=CC=2)=O)=CC=1.C1C=CC(/C=C/C(/C=C/C2C=CC=CC=2)=O)=CC=1.[Pd].[Pd]. The product is [C:15]([C:17]1[N:21]([CH3:22])[C:20]([C:2]2[CH:7]=[CH:6][C:5]([S:8]([NH:11][CH:12]([CH3:14])[CH3:13])(=[O:10])=[O:9])=[CH:4][CH:3]=2)=[CH:19][CH:18]=1)#[N:16]. The yield is 0.120.